Dataset: Forward reaction prediction with 1.9M reactions from USPTO patents (1976-2016). Task: Predict the product of the given reaction. (1) The product is: [CH:1]1([CH2:6][C@H:7]([C:11]2[CH:16]=[CH:15][C:14]([S:17]([CH:20]([CH3:22])[CH3:21])(=[O:18])=[O:19])=[CH:13][CH:12]=2)[C:8]([NH:29][C:30]2[CH:34]=[CH:33][N:32]([CH2:35][C:36]([OH:38])([CH3:37])[CH3:39])[N:31]=2)=[O:9])[CH2:2][CH2:3][CH2:4][CH2:5]1. Given the reactants [CH:1]1([CH2:6][C@H:7]([C:11]2[CH:16]=[CH:15][C:14]([S:17]([CH:20]([CH3:22])[CH3:21])(=[O:19])=[O:18])=[CH:13][CH:12]=2)[C:8](O)=[O:9])[CH2:5][CH2:4][CH2:3][CH2:2]1.C(Cl)(=O)C(Cl)=O.[NH2:29][C:30]1[CH:34]=[CH:33][N:32]([CH2:35][C:36]([CH3:39])([OH:38])[CH3:37])[N:31]=1.N1C(C)=CC=CC=1C, predict the reaction product. (2) Given the reactants [CH3:1][O:2][C:3]1[CH:8]=[CH:7][CH:6]=[CH:5][C:4]=1[OH:9].C1(C)C=CC=CC=1.[OH-].[Na+].[CH2:19]([CH:21]1[O:23][CH2:22]1)Cl, predict the reaction product. The product is: [CH3:1][O:2][C:3]1[CH:8]=[CH:7][CH:6]=[CH:5][C:4]=1[O:9][CH2:19][CH:21]1[O:23][CH2:22]1. (3) Given the reactants Br[CH2:2][CH2:3][CH2:4][N:5]1[C:14]2[C:9](=[C:10]([CH:15]3[O:19]CCO3)[CH:11]=[CH:12][CH:13]=2)[CH2:8][CH2:7][C:6]1=[O:20].[Cl:21][C:22]1[CH:27]=[CH:26][C:25]([SH:28])=[CH:24][CH:23]=1.C(=O)([O-])[O-].[K+].[K+].C(#N)C, predict the reaction product. The product is: [Cl:21][C:22]1[CH:27]=[CH:26][C:25]([S:28][CH2:2][CH2:3][CH2:4][N:5]2[C:14]3[CH:13]=[CH:12][CH:11]=[C:10]([CH:15]=[O:19])[C:9]=3[CH2:8][CH2:7][C:6]2=[O:20])=[CH:24][CH:23]=1. (4) Given the reactants C([C:3]1[C:4]([C:16]([NH2:18])=[O:17])=[N:5][N:6]([C:9]2[CH:14]=[CH:13][CH:12]=[C:11](Br)[CH:10]=2)[C:7]=1[CH3:8])C.C([O-])(=O)C.[K+].Br[C:25]1[CH:30]=[CH:29][C:28]([F:31])=[CH:27][C:26]=1[C:32]([F:35])([F:34])[F:33].C(=O)([O-])[O-].[Na+].[Na+], predict the reaction product. The product is: [F:31][C:28]1[CH:29]=[CH:30][C:25]([C:11]2[CH:12]=[CH:13][CH:14]=[C:9]([N:6]3[C:7]([CH3:8])=[CH:3][C:4]([C:16]([NH2:18])=[O:17])=[N:5]3)[CH:10]=2)=[C:26]([C:32]([F:33])([F:34])[F:35])[CH:27]=1. (5) Given the reactants Br[C:2]1[CH:7]=[CH:6][C:5]([S:8]([NH2:11])(=[O:10])=[O:9])=[CH:4][CH:3]=1.[B:12]1([B:12]2[O:16][C:15]([CH3:18])([CH3:17])[C:14]([CH3:20])([CH3:19])[O:13]2)[O:16][C:15]([CH3:18])([CH3:17])[C:14]([CH3:20])([CH3:19])[O:13]1.C([O-])(=O)C.[K+], predict the reaction product. The product is: [CH3:19][C:14]1([CH3:20])[C:15]([CH3:18])([CH3:17])[O:16][B:12]([C:2]2[CH:7]=[CH:6][C:5]([S:8]([NH2:11])(=[O:10])=[O:9])=[CH:4][CH:3]=2)[O:13]1. (6) Given the reactants Cl[C:2]1[S:3][C:4]2[CH:10]=[CH:9][CH:8]=[CH:7][C:5]=2[N:6]=1.[F:11][C:12]([F:22])([F:21])[O:13][C:14]1[CH:20]=[CH:19][C:17]([NH2:18])=[CH:16][CH:15]=1, predict the reaction product. The product is: [S:3]1[C:4]2[CH:10]=[CH:9][CH:8]=[CH:7][C:5]=2[N:6]=[C:2]1[NH:18][C:17]1[CH:19]=[CH:20][C:14]([O:13][C:12]([F:11])([F:21])[F:22])=[CH:15][CH:16]=1.